From a dataset of Catalyst prediction with 721,799 reactions and 888 catalyst types from USPTO. Predict which catalyst facilitates the given reaction. (1) Reactant: [NH:1]([C:9]([O:11][C:12]([CH3:15])([CH3:14])[CH3:13])=[O:10])[C@@H:2]([C:6]([OH:8])=[O:7])[CH:3]([CH3:5])[CH3:4].[CH3:16]I.[H-].[Na+]. Product: [C:12]([O:11][C:9]([N:1]([CH3:16])[C@H:2]([CH:3]([CH3:5])[CH3:4])[C:6]([OH:8])=[O:7])=[O:10])([CH3:13])([CH3:15])[CH3:14]. The catalyst class is: 165. (2) Reactant: C([SiH](CC)CC)C.[Cl:8][C:9]1[S:13][C:12]([C:14]([NH:16][C:17]2[CH:25]=[CH:24][CH:23]=[C:22]3[C:18]=2[C:19](=[O:43])[N:20]([CH2:28][CH2:29][CH:30]2[CH2:35][CH2:34][N:33](C(OC(C)(C)C)=O)[CH2:32][CH2:31]2)[CH:21]3OC)=[O:15])=[CH:11][CH:10]=1. Product: [Cl:8][C:9]1[S:13][C:12]([C:14]([NH:16][C:17]2[CH:25]=[CH:24][CH:23]=[C:22]3[C:18]=2[C:19](=[O:43])[N:20]([CH2:28][CH2:29][CH:30]2[CH2:35][CH2:34][NH:33][CH2:32][CH2:31]2)[CH2:21]3)=[O:15])=[CH:11][CH:10]=1. The catalyst class is: 281. (3) Reactant: [C:1]([C:3]1[CH:4]=[N:5][C:6]([N:9]2[CH2:14][CH2:13][N:12]([C:15]([O:17][C:18]([CH3:21])([CH3:20])[CH3:19])=[O:16])[CH2:11][CH2:10]2)=[N:7][CH:8]=1)#[N:2].[N-:22]=[N+:23]=[N-:24].[Na+].[Cl-].[NH4+].[OH-].[Na+]. Product: [N:2]1[NH:22][N:23]=[N:24][C:1]=1[C:3]1[CH:4]=[N:5][C:6]([N:9]2[CH2:14][CH2:13][N:12]([C:15]([O:17][C:18]([CH3:21])([CH3:20])[CH3:19])=[O:16])[CH2:11][CH2:10]2)=[N:7][CH:8]=1. The catalyst class is: 3. (4) Reactant: C[O:2][C:3]([CH:5]1[CH:18]([C:19]2[CH:24]=[CH:23][C:22]([O:25][CH3:26])=[CH:21][CH:20]=2)[CH:17]2[CH:12]([CH2:13][CH2:14][CH2:15][CH2:16]2)[C:11]2[C:6]1=[CH:7][CH:8]=[C:9]([O:27][CH3:28])[CH:10]=2)=[O:4].CO.[OH-].[Li+].Cl. Product: [CH3:28][O:27][C:9]1[CH:10]=[C:11]2[C:6](=[CH:7][CH:8]=1)[CH:5]([C:3]([OH:4])=[O:2])[CH:18]([C:19]1[CH:24]=[CH:23][C:22]([O:25][CH3:26])=[CH:21][CH:20]=1)[CH:17]1[CH:12]2[CH2:13][CH2:14][CH2:15][CH2:16]1. The catalyst class is: 7. (5) Reactant: Cl[CH2:2][C:3]1[CH:8]=[CH:7][C:6]([O:9][CH3:10])=[CH:5][CH:4]=1.[I-].[Na+].[Cl:13][C:14]1[CH:15]=[CH:16][C:17]2[C:18]3[N:26]=[C:25]([C:27]4[CH:32]=[CH:31][C:30]([O:33][CH3:34])=[C:29]([F:35])[CH:28]=4)[CH:24]=[C:23]([C:36]([O:38][CH3:39])=[O:37])[C:19]=3[NH:20][C:21]=2[CH:22]=1.C([O-])([O-])=O.[K+].[K+]. Product: [Cl:13][C:14]1[CH:15]=[CH:16][C:17]2[C:18]3[N:26]=[C:25]([C:27]4[CH:32]=[CH:31][C:30]([O:33][CH3:34])=[C:29]([F:35])[CH:28]=4)[CH:24]=[C:23]([C:36]([O:38][CH3:39])=[O:37])[C:19]=3[N:20]([CH2:2][C:3]3[CH:8]=[CH:7][C:6]([O:9][CH3:10])=[CH:5][CH:4]=3)[C:21]=2[CH:22]=1. The catalyst class is: 31. (6) Reactant: [CH3:1][O:2][C:3]1[CH:8]=[CH:7][N:6]([C:9]2[CH:14]=[CH:13][C:12]([N:15]3[CH2:20][CH2:19][NH:18][CH2:17][CH2:16]3)=[CH:11][CH:10]=2)[C:5](=[O:21])[CH:4]=1.CC1C=CC(S(O[CH2:33][CH2:34][CH2:35][C:36]2[C:44]3[C:39](=[CH:40][CH:41]=[C:42]([C:45]#[N:46])[CH:43]=3)[NH:38][CH:37]=2)(=O)=O)=CC=1.C(=O)([O-])[O-].[K+].[K+].[I-].[K+]. Product: [CH3:1][O:2][C:3]1[CH:8]=[CH:7][N:6]([C:9]2[CH:10]=[CH:11][C:12]([N:15]3[CH2:16][CH2:17][N:18]([CH2:33][CH2:34][CH2:35][C:36]4[C:44]5[C:39](=[CH:40][CH:41]=[C:42]([C:45]#[N:46])[CH:43]=5)[NH:38][CH:37]=4)[CH2:19][CH2:20]3)=[CH:13][CH:14]=2)[C:5](=[O:21])[CH:4]=1. The catalyst class is: 10. (7) Reactant: [CH3:1][C:2]1[C:10]2[O:9][N:8]=[C:7]([OH:11])[C:6]=2[CH:5]=[CH:4][CH:3]=1.[C:12](Cl)([C:25]1[CH:30]=[CH:29][CH:28]=[CH:27][CH:26]=1)([C:19]1[CH:24]=[CH:23][CH:22]=[CH:21][CH:20]=1)[C:13]1[CH:18]=[CH:17][CH:16]=[CH:15][CH:14]=1.N1C=CC=CC=1. Product: [CH3:1][C:2]1[C:10]2[O:9][N:8]=[C:7]([O:11][C:12]([C:13]3[CH:18]=[CH:17][CH:16]=[CH:15][CH:14]=3)([C:25]3[CH:26]=[CH:27][CH:28]=[CH:29][CH:30]=3)[C:19]3[CH:20]=[CH:21][CH:22]=[CH:23][CH:24]=3)[C:6]=2[CH:5]=[CH:4][CH:3]=1. The catalyst class is: 34. (8) Reactant: [CH3:1][S:2]([O:5][C:6]1[CH:11]=[CH:10][CH:9]=[CH:8][C:7]=1[O:12]CC1C=CC=CC=1)(=[O:4])=[O:3].B(F)(F)F.CCOCC.CSC. Product: [CH3:1][S:2]([O:5][C:6]1[CH:11]=[CH:10][CH:9]=[CH:8][C:7]=1[OH:12])(=[O:4])=[O:3]. The catalyst class is: 2. (9) Reactant: [Cl:1][C:2]1[CH:11]=[CH:10][C:5]([C:6]([O:8][CH3:9])=[O:7])=[C:4]([NH:12][CH2:13][CH2:14][CH2:15][OH:16])[C:3]=1[NH:17][C:18](=S)[NH:19][C:20]1[C:25]([CH3:26])=[CH:24][C:23]([Cl:27])=[CH:22][C:21]=1[Cl:28].Cl.C(N=C=NCCCN(C)C)C.C(N(CC)CC)C. Product: [Cl:1][C:2]1[C:3]2[N:17]=[C:18]([NH:19][C:20]3[C:25]([CH3:26])=[CH:24][C:23]([Cl:27])=[CH:22][C:21]=3[Cl:28])[N:12]([CH2:13][CH2:14][CH2:15][OH:16])[C:4]=2[C:5]([C:6]([O:8][CH3:9])=[O:7])=[CH:10][CH:11]=1. The catalyst class is: 685. (10) Reactant: CS(O[CH2:6][C@H:7]1[CH2:12][O:11][CH2:10][CH2:9][O:8]1)(=O)=O.[F:13][C:14]1[CH:19]=[CH:18][C:17]([C:20]2[C:21](=[O:31])[C:22]([C:26]([O:28]CC)=[O:27])=[CH:23][NH:24][CH:25]=2)=[CH:16][CH:15]=1.C(=O)([O-])[O-].[Cs+].[Cs+].[OH-].[Na+].Cl. Product: [O:8]1[CH2:9][CH2:10][O:11][CH2:12][C@@H:7]1[CH2:6][N:24]1[CH:25]=[C:20]([C:17]2[CH:16]=[CH:15][C:14]([F:13])=[CH:19][CH:18]=2)[C:21](=[O:31])[C:22]([C:26]([OH:28])=[O:27])=[CH:23]1. The catalyst class is: 18.